This data is from Full USPTO retrosynthesis dataset with 1.9M reactions from patents (1976-2016). The task is: Predict the reactants needed to synthesize the given product. Given the product [ClH:39].[C:17]([O:21][C:22]([N:24]1[CH2:29][CH2:28][CH:27]([CH2:30][CH2:31][N:4]2[CH2:5][CH2:6][N:1]([C:7]3[CH:8]=[CH:9][C:10]([S:13](=[O:14])(=[O:15])[NH2:16])=[CH:11][CH:12]=3)[CH2:2][CH2:3]2)[CH2:26][CH2:25]1)=[O:23])([CH3:20])([CH3:19])[CH3:18], predict the reactants needed to synthesize it. The reactants are: [N:1]1([C:7]2[CH:12]=[CH:11][C:10]([S:13]([NH2:16])(=[O:15])=[O:14])=[CH:9][CH:8]=2)[CH2:6][CH2:5][NH:4][CH2:3][CH2:2]1.[C:17]([O:21][C:22]([N:24]1[CH2:29][CH2:28][CH:27]([CH2:30][CH:31]=O)[CH2:26][CH2:25]1)=[O:23])([CH3:20])([CH3:19])[CH3:18].C(O[BH3-])(=O)C.[Na+].[ClH:39].O1CCOCC1.